This data is from Forward reaction prediction with 1.9M reactions from USPTO patents (1976-2016). The task is: Predict the product of the given reaction. Given the reactants [NH2:1][C:2]1[CH:10]=[CH:9][C:8]([Cl:11])=[CH:7][C:3]=1[C:4]([NH2:6])=O.[C:12]([C:16]1[CH:24]=[CH:23][C:19]([C:20](Cl)=O)=[CH:18][CH:17]=1)([CH3:15])([CH3:14])[CH3:13].[N:25]1([C:31]([O:33][CH2:34][CH3:35])=[O:32])[CH2:30][CH2:29][NH:28][CH2:27][CH2:26]1, predict the reaction product. The product is: [C:12]([C:16]1[CH:24]=[CH:23][C:19]([C:20]2[N:6]=[C:4]([N:28]3[CH2:27][CH2:26][N:25]([C:31]([O:33][CH2:34][CH3:35])=[O:32])[CH2:30][CH2:29]3)[C:3]3[C:2](=[CH:10][CH:9]=[C:8]([Cl:11])[CH:7]=3)[N:1]=2)=[CH:18][CH:17]=1)([CH3:15])([CH3:14])[CH3:13].